Dataset: Full USPTO retrosynthesis dataset with 1.9M reactions from patents (1976-2016). Task: Predict the reactants needed to synthesize the given product. (1) Given the product [NH2:27][C:2]1[C:7]2[C:8](=[O:20])[N:9]([C:13]3[CH:18]=[CH:17][C:16]([I:19])=[CH:15][CH:14]=3)[CH2:10][CH2:11][O:12][C:6]=2[N:5]=[CH:4][N:3]=1, predict the reactants needed to synthesize it. The reactants are: Cl[C:2]1[C:7]2[C:8](=[O:20])[N:9]([C:13]3[CH:18]=[CH:17][C:16]([I:19])=[CH:15][CH:14]=3)[CH2:10][CH2:11][O:12][C:6]=2[N:5]=[CH:4][N:3]=1.CO.C(Cl)(Cl)Cl.[NH3:27]. (2) Given the product [Cl:8][C:6]1[CH:5]=[C:4]([C:9]([C:22]([F:25])([F:24])[F:23])=[CH:10][C:11]([C:13]2[CH:21]=[CH:20][C:16]([C:17]([Cl:33])=[O:19])=[CH:15][CH:14]=2)=[O:12])[CH:3]=[C:2]([Cl:1])[CH:7]=1, predict the reactants needed to synthesize it. The reactants are: [Cl:1][C:2]1[CH:3]=[C:4]([C:9]([C:22]([F:25])([F:24])[F:23])=[CH:10][C:11]([C:13]2[CH:21]=[CH:20][C:16]([C:17]([OH:19])=O)=[CH:15][CH:14]=2)=[O:12])[CH:5]=[C:6]([Cl:8])[CH:7]=1.CN(C)C=O.S(Cl)([Cl:33])=O. (3) Given the product [CH3:13][C:10]1([C:14]2[CH:15]=[CH:16][C:17]([NH:20][C:21](=[O:29])[C:22]3[CH:27]=[CH:26][CH:25]=[CH:24][CH:23]=3)=[CH:18][CH:19]=2)[CH2:11][CH2:12][NH:8][CH2:9]1, predict the reactants needed to synthesize it. The reactants are: C([N:8]1[CH2:12][CH2:11][C:10]([C:14]2[CH:19]=[CH:18][C:17]([NH:20][C:21](=[O:29])[C:22]3[CH:27]=[CH:26][C:25](Cl)=[CH:24][CH:23]=3)=[CH:16][CH:15]=2)([CH3:13])[CH2:9]1)C1C=CC=CC=1.C([O-])=O.[NH4+]. (4) Given the product [CH2:22]([O:21][C:19]([CH:18]1[CH2:24][CH2:25][N:15]([CH2:13][CH2:12][CH2:11][C:7]2[N:6]=[C:5]3[CH2:4][O:3][C:2](=[O:1])[C:10]3=[CH:9][CH:8]=2)[CH2:16][CH2:17]1)=[O:20])[CH3:23], predict the reactants needed to synthesize it. The reactants are: [O:1]=[C:2]1[C:10]2[C:5](=[N:6][C:7]([CH2:11][CH2:12][CH:13]=O)=[CH:8][CH:9]=2)[CH2:4][O:3]1.[NH:15]1[CH2:25][CH2:24][CH:18]([C:19]([O:21][CH2:22][CH3:23])=[O:20])[CH2:17][CH2:16]1. (5) Given the product [CH3:33][O:32][C:29]1[CH:28]=[CH:27][C:26]([N:25]2[C:24](=[O:34])[C:23]3[C:18](=[CH:19][CH:20]=[CH:21][CH:22]=3)[NH:17][C:16]32[CH2:15][CH2:14][CH:13]([NH:12][C:5]2[CH:11]=[CH:10][CH:8]=[CH:7][CH:6]=2)[CH2:36][CH2:35]3)=[CH:31][CH:30]=1, predict the reactants needed to synthesize it. The reactants are: S([C:5]1[CH:11]=[CH:10][C:8](C)=[CH:7][CH:6]=1)(O)(=O)=O.[NH2:12][CH:13]1[CH2:36][CH2:35][C:16]2([N:25]([C:26]3[CH:31]=[CH:30][C:29]([O:32][CH3:33])=[CH:28][CH:27]=3)[C:24](=[O:34])[C:23]3[C:18](=[CH:19][CH:20]=[CH:21][CH:22]=3)[NH:17]2)[CH2:15][CH2:14]1.IC1C=CC=CC=1.CC(C1C=C(C(C)C)C(C2C=CC=CC=2P(C2CCCCC2)C2CCCCC2)=C(C(C)C)C=1)C.C(=O)([O-])[O-].[Cs+].[Cs+]. (6) Given the product [Br:12][C:10]1[CH:11]=[C:7]([C:15](=[O:16])[CH:14]([F:20])[F:13])[S:8][CH:9]=1, predict the reactants needed to synthesize it. The reactants are: C([Li])CCC.Br[C:7]1[S:8][CH:9]=[C:10]([Br:12])[CH:11]=1.[F:13][CH:14]([F:20])[C:15](OCC)=[O:16].Cl. (7) Given the product [OH:35][CH2:34][CH2:36][NH:37][C:4]([C:6]1[C:7]2[S:15][CH:14]=[C:13]([CH2:16][O:17][C:18]3[CH:23]=[CH:22][CH:21]=[C:20]([NH:24][C:25](=[O:33])[C:26]4[CH:31]=[CH:30][C:29]([Cl:32])=[CH:28][CH:27]=4)[CH:19]=3)[C:8]=2[C:9]([NH2:12])=[N:10][CH:11]=1)=[O:5], predict the reactants needed to synthesize it. The reactants are: C(O[C:4]([C:6]1[C:7]2[S:15][CH:14]=[C:13]([CH2:16][O:17][C:18]3[CH:23]=[CH:22][CH:21]=[C:20]([NH:24][C:25](=[O:33])[C:26]4[CH:31]=[CH:30][C:29]([Cl:32])=[CH:28][CH:27]=4)[CH:19]=3)[C:8]=2[C:9]([NH2:12])=[N:10][CH:11]=1)=[O:5])C.[CH2:34]([CH2:36][NH2:37])[OH:35].